From a dataset of Reaction yield outcomes from USPTO patents with 853,638 reactions. Predict the reaction yield, written as a fraction of the theoretical maximum amount of product (1.0 means a 100% yield; for example, 0.34 means a 34% yield). (1) The reactants are [NH2:1][C:2]1[CH:3]=[C:4]2[C:8](=[N:9][CH:10]=1)N[CH:6]=[CH:5]2.[F:11][C:12]1[C:20]([N+:21]([O-:23])=[O:22])=CC=[C:17]([F:24])[C:13]=1[C:14](O)=[O:15].C[CH2:26][N:27]=C=NCCCN(C)C.C1C=CC2N(O)N=[N:42]C=2C=1.O. The catalyst is CN(C=O)C.[Cl-].[Na+].O. The product is [F:24][C:17]1[C:5]([C:4]2[CH:3]=[C:2]3[N:1]=[CH:26][NH:27][C:10]3=[N:9][CH:8]=2)=[CH:6][C:20]([N+:21]([O-:23])=[O:22])=[C:12]([F:11])[C:13]=1[C:14]([NH2:42])=[O:15]. The yield is 0.880. (2) The product is [Cl:28][C:25]1[CH:26]=[CH:27][C:18]([NH:17][C:15](=[O:16])[CH2:14][O:13][C:12]2[CH:11]=[CH:10][CH:31]=[C:30]([C:3]3[CH:4]=[CH:5][O:1][CH:2]=3)[CH:29]=2)=[C:19]([CH:24]=1)[C:20]([O:22][CH3:23])=[O:21]. The yield is 0.590. The reactants are [O:1]1[CH:5]=[CH:4][C:3](B(O)O)=[CH:2]1.Br[C:10]1[CH:11]=[C:12]([CH:29]=[CH:30][CH:31]=1)[O:13][CH2:14][C:15]([NH:17][C:18]1[CH:27]=[CH:26][C:25]([Cl:28])=[CH:24][C:19]=1[C:20]([O:22][CH3:23])=[O:21])=[O:16].C(=O)([O-])[O-].[Cs+].[Cs+].C(OCC)(=O)C. The catalyst is C1COCC1.C1C=CC([P]([Pd]([P](C2C=CC=CC=2)(C2C=CC=CC=2)C2C=CC=CC=2)([P](C2C=CC=CC=2)(C2C=CC=CC=2)C2C=CC=CC=2)[P](C2C=CC=CC=2)(C2C=CC=CC=2)C2C=CC=CC=2)(C2C=CC=CC=2)C2C=CC=CC=2)=CC=1. (3) The reactants are Cl[C:2]1[N:7]=[CH:6][C:5]2[CH:8]=[N:9][N:10]([C:11]3[N:16]=[C:15]([N:17]4[CH2:23][CH:22]([OH:24])[CH2:21][N:20]([C:25]([O:27][C:28]([CH3:31])([CH3:30])[CH3:29])=[O:26])[CH2:19][CH2:18]4)[CH:14]=[CH:13][CH:12]=3)[C:4]=2[CH:3]=1.CC1(C)C(C)(C)OB([C:40]2[CH:41]=[N:42][NH:43][CH:44]=2)O1.C([O-])([O-])=O.[Na+].[Na+]. The catalyst is O1CCOCC1.C1C=CC(P(C2C=CC=CC=2)[C-]2C=CC=C2)=CC=1.C1C=CC(P(C2C=CC=CC=2)[C-]2C=CC=C2)=CC=1.Cl[Pd]Cl.[Fe+2]. The product is [NH:42]1[CH:41]=[C:40]([C:2]2[N:7]=[CH:6][C:5]3[CH:8]=[N:9][N:10]([C:11]4[N:16]=[C:15]([N:17]5[CH2:23][CH:22]([OH:24])[CH2:21][N:20]([C:25]([O:27][C:28]([CH3:31])([CH3:30])[CH3:29])=[O:26])[CH2:19][CH2:18]5)[CH:14]=[CH:13][CH:12]=4)[C:4]=3[CH:3]=2)[CH:44]=[N:43]1. The yield is 0.350. (4) The reactants are Cl[C:2]1[N:7]=[C:6]([NH:8][C:9]2[CH:18]=[CH:17][CH:16]=[CH:15][C:10]=2[C:11]([NH:13][CH3:14])=[O:12])[C:5]([Cl:19])=[CH:4][N:3]=1.[NH2:20][C:21]1[CH:36]=[CH:35][C:24]2[N:25]([CH2:33][CH3:34])[C:26](=[O:32])[CH2:27][CH2:28][C:29]([CH3:31])([CH3:30])[C:23]=2[CH:22]=1.Cl. The catalyst is O1CCOCC1.COCCO. The product is [Cl:19][C:5]1[C:6]([NH:8][C:9]2[CH:18]=[CH:17][CH:16]=[CH:15][C:10]=2[C:11]([NH:13][CH3:14])=[O:12])=[N:7][C:2]([NH:20][C:21]2[CH:36]=[CH:35][C:24]3[N:25]([CH2:33][CH3:34])[C:26](=[O:32])[CH2:27][CH2:28][C:29]([CH3:30])([CH3:31])[C:23]=3[CH:22]=2)=[N:3][CH:4]=1. The yield is 0.250. (5) The reactants are [OH:1][CH:2]1[CH2:7][O:6][C:5]2([CH2:12][CH2:11][CH:10]([N:13]3[C:18](=[O:19])[C:17]([CH2:20][C:21]4[CH:26]=[CH:25][C:24]([C:27]5[C:28]([C:33]#[N:34])=[CH:29][CH:30]=[CH:31][CH:32]=5)=[CH:23][CH:22]=4)=[C:16]([CH2:35][CH2:36][CH3:37])[N:15]4[N:38]=[CH:39][N:40]=[C:14]34)[CH2:9][CH2:8]2)[O:4][CH2:3]1.N1C(C)=CC=CC=1C.FC(F)(F)S(O[Si:55]([C:58]([CH3:61])([CH3:60])[CH3:59])([CH3:57])[CH3:56])(=O)=O.Cl. The catalyst is O1CCCC1.O.C(OCC)(=O)C. The product is [Si:55]([O:1][CH:2]1[CH2:7][O:6][C:5]2([CH2:12][CH2:11][CH:10]([N:13]3[C:18](=[O:19])[C:17]([CH2:20][C:21]4[CH:26]=[CH:25][C:24]([C:27]5[C:28]([C:33]#[N:34])=[CH:29][CH:30]=[CH:31][CH:32]=5)=[CH:23][CH:22]=4)=[C:16]([CH2:35][CH2:36][CH3:37])[N:15]4[N:38]=[CH:39][N:40]=[C:14]34)[CH2:9][CH2:8]2)[O:4][CH2:3]1)([C:58]([CH3:61])([CH3:60])[CH3:59])([CH3:57])[CH3:56]. The yield is 1.00. (6) The reactants are [CH3:1][N:2]([CH3:34])[CH2:3][CH2:4][NH:5][C:6](=[O:33])[C@@H:7]([NH:18][C:19]([N:21]([CH2:30][CH2:31][OH:32])[CH2:22][CH2:23][C:24]1[CH:29]=[CH:28][CH:27]=[CH:26][CH:25]=1)=[O:20])[CH2:8][C:9]1[CH:14]=[CH:13][C:12]([N+:15]([O-])=O)=[CH:11][CH:10]=1. The catalyst is C(O)C.[C].[Pd]. The product is [NH2:15][C:12]1[CH:11]=[CH:10][C:9]([CH2:8][C@H:7]([NH:18][C:19]([N:21]([CH2:30][CH2:31][OH:32])[CH2:22][CH2:23][C:24]2[CH:25]=[CH:26][CH:27]=[CH:28][CH:29]=2)=[O:20])[C:6]([NH:5][CH2:4][CH2:3][N:2]([CH3:34])[CH3:1])=[O:33])=[CH:14][CH:13]=1. The yield is 0.490. (7) The reactants are C(OC(N1CCC2(NC(=O)N(C)C2=O)CC1)=O)(C)(C)C.[H-].[Na+].[Br-].C(O[C:29]([N:31]1[CH2:46][CH2:45][C:34]2([N:38]([CH2:39][CH2:40][CH3:41])[C:37](=[O:42])[N:36]([CH3:43])[C:35]2=[O:44])[CH2:33][CH2:32]1)=O)(C)(C)C.C(=O)([O-])[O-].[K+].[K+].BrC[C:55]1[N:65]([CH2:66][C:67]([CH3:70])([CH3:69])[CH3:68])[C:58]2[N:59]=[C:60]([C:63]#[N:64])[N:61]=[CH:62][C:57]=2[CH:56]=1. The catalyst is CN(C=O)C.C(Cl)Cl.C(O)(C(F)(F)F)=O.CS(C)=O. The product is [CH3:68][C:67]([CH3:70])([CH3:69])[CH2:66][N:65]1[C:58]2[N:59]=[C:60]([C:63]#[N:64])[N:61]=[CH:62][C:57]=2[CH:56]=[C:55]1[CH2:29][N:31]1[CH2:32][CH2:33][C:34]2([N:38]([CH2:39][CH2:40][CH3:41])[C:37](=[O:42])[N:36]([CH3:43])[C:35]2=[O:44])[CH2:45][CH2:46]1. The yield is 0.240. (8) The product is [CH3:6][C:2]([C:7]1[CH:8]=[CH:9][C:10]([N+:13]([O-:15])=[O:14])=[CH:11][CH:12]=1)([CH3:1])[CH2:3][CH2:4][NH2:5]. The reactants are [CH3:1][C:2]([C:7]1[CH:12]=[CH:11][C:10]([N+:13]([O-:15])=[O:14])=[CH:9][CH:8]=1)([CH3:6])[CH2:3][C:4]#[N:5].B.C1COCC1. The catalyst is C1COCC1. The yield is 0.520. (9) The reactants are [Cl:1][C:2]1[CH:3]=[C:4]([C:9]23[CH2:14][CH:13]2[CH:12]([OH:15])[CH2:11][CH2:10]3)[CH:5]=[CH:6][C:7]=1[Cl:8].N1C=CC=CC=1.CC(OI1(OC(C)=O)(OC(C)=O)OC(=O)C2C=CC=CC1=2)=O. The catalyst is C(Cl)Cl.O. The product is [Cl:1][C:2]1[CH:3]=[C:4]([C:9]23[CH2:14][CH:13]2[C:12](=[O:15])[CH2:11][CH2:10]3)[CH:5]=[CH:6][C:7]=1[Cl:8]. The yield is 0.440.